Predict which catalyst facilitates the given reaction. From a dataset of Catalyst prediction with 721,799 reactions and 888 catalyst types from USPTO. (1) Reactant: Cl.[NH:2]1[CH2:7][CH2:6][CH:5]([S:8]([C:11]2[CH:18]=[CH:17][C:14]([C:15]#[N:16])=[CH:13][CH:12]=2)(=[O:10])=[O:9])[CH2:4][CH2:3]1.CCN(C(C)C)C(C)C.[C:28](Cl)(=[O:30])[CH3:29]. Product: [C:28]([N:2]1[CH2:3][CH2:4][CH:5]([S:8]([C:11]2[CH:18]=[CH:17][C:14]([C:15]#[N:16])=[CH:13][CH:12]=2)(=[O:10])=[O:9])[CH2:6][CH2:7]1)(=[O:30])[CH3:29]. The catalyst class is: 2. (2) Reactant: [Li+].[OH-].[O:3]=[C:4]1[N:10]([CH:11]2[CH2:16][CH2:15][N:14]([C:17]([O:19][C@H:20]([CH2:42][C:43]3[CH:48]=[C:47]([CH3:49])[C:46]([OH:50])=[C:45]([CH3:51])[CH:44]=3)[C:21]([N:23]3[CH2:28][CH2:27][CH:26]([N:29]4[CH2:34][CH2:33][CH:32]([O:35][CH2:36][C:37]([O:39]CC)=[O:38])[CH2:31][CH2:30]4)[CH2:25][CH2:24]3)=[O:22])=[O:18])[CH2:13][CH2:12]2)[CH2:9][CH2:8][C:7]2[CH:52]=[CH:53][CH:54]=[CH:55][C:6]=2[NH:5]1.Cl. Product: [O:3]=[C:4]1[N:10]([CH:11]2[CH2:12][CH2:13][N:14]([C:17]([O:19][C@H:20]([CH2:42][C:43]3[CH:48]=[C:47]([CH3:49])[C:46]([OH:50])=[C:45]([CH3:51])[CH:44]=3)[C:21]([N:23]3[CH2:28][CH2:27][CH:26]([N:29]4[CH2:30][CH2:31][CH:32]([O:35][CH2:36][C:37]([OH:39])=[O:38])[CH2:33][CH2:34]4)[CH2:25][CH2:24]3)=[O:22])=[O:18])[CH2:15][CH2:16]2)[CH2:9][CH2:8][C:7]2[CH:52]=[CH:53][CH:54]=[CH:55][C:6]=2[NH:5]1. The catalyst class is: 90. (3) Reactant: [OH-].[Na+].[CH3:3][NH:4][C:5](=[O:8])[CH2:6][SH:7].C1(C)C=CC=CC=1.[Cl:16][CH2:17][CH2:18][N:19]([CH2:43][CH2:44][Cl:45])[P:20]([N:36]([CH2:40][CH2:41][Cl:42])[CH2:37][CH2:38][Cl:39])(=[O:35])[O:21][CH2:22][CH2:23]OS(C1C=CC(Br)=CC=1)(=O)=O. Product: [CH3:3][NH:4][C:5](=[O:8])[CH2:6][S:7][CH2:23][CH2:22][O:21][P:20]([N:36]([CH2:40][CH2:41][Cl:42])[CH2:37][CH2:38][Cl:39])([N:19]([CH2:18][CH2:17][Cl:16])[CH2:43][CH2:44][Cl:45])=[O:35]. The catalyst class is: 5. (4) Reactant: [CH3:1][O-:2].[Na+].[Cl:4][C:5]1[CH:10]=[C:9](F)[C:8]([F:12])=[CH:7][C:6]=1[N+:13]([O-:15])=[O:14]. Product: [Cl:4][C:5]1[CH:10]=[C:9]([O:2][CH3:1])[C:8]([F:12])=[CH:7][C:6]=1[N+:13]([O-:15])=[O:14]. The catalyst class is: 5. (5) Reactant: O[C:2]1[C:11]2[C:6](=[N:7][CH:8]=[CH:9][CH:10]=2)[N:5]([C:12]2[CH:17]=[CH:16][CH:15]=[C:14]([C:18]([F:21])([F:20])[F:19])[CH:13]=2)[C:4](=[O:22])[C:3]=1[C:23](=O)[CH2:24][C:25]1[CH:30]=[CH:29][CH:28]=[CH:27][C:26]=1[N+:31]([O-:33])=[O:32].O.[NH2:36][NH2:37].C(=O)([O-])O.[Na+]. Product: [N+:31]([C:26]1[CH:27]=[CH:28][CH:29]=[CH:30][C:25]=1[CH2:24][C:23]1[C:3]2[C:4](=[O:22])[N:5]([C:12]3[CH:17]=[CH:16][CH:15]=[C:14]([C:18]([F:19])([F:21])[F:20])[CH:13]=3)[C:6]3[N:7]=[CH:8][CH:9]=[CH:10][C:11]=3[C:2]=2[NH:37][N:36]=1)([O-:33])=[O:32]. The catalyst class is: 3. (6) Reactant: [F:1][C:2](F)(F)[C:3](O)=O.FC[CH2:10][NH:11][C:12]1[CH:17]=[CH:16][N:15]2[CH:18]=[C:19]([C:21]3[CH:26]=[CH:25][CH:24]=[CH:23][CH:22]=3)[N:20]=[C:14]2[CH:13]=1.IC. Product: [F:1][CH2:2][CH2:3][N:11]([CH3:10])[C:12]1[CH:17]=[CH:16][N:15]2[CH:18]=[C:19]([C:21]3[CH:26]=[CH:25][CH:24]=[CH:23][CH:22]=3)[N:20]=[C:14]2[CH:13]=1. The catalyst class is: 39. (7) The catalyst class is: 93. Product: [CH3:22][N:21]1[CH2:23][CH2:24][C:14]([C:11]2[S:12][CH:13]=[C:9]([C:3]3[CH:4]=[CH:5][CH:6]=[CH:7][CH:8]=3)[N:10]=2)([C:15]#[N:16])[CH2:19][CH2:20]1. Reactant: [NH2-].[Na+].[C:3]1([C:9]2[N:10]=[C:11]([CH2:14][C:15]#[N:16])[S:12][CH:13]=2)[CH:8]=[CH:7][CH:6]=[CH:5][CH:4]=1.Cl.Cl[CH2:19][CH2:20][N:21]([CH2:23][CH2:24]Cl)[CH3:22].N. (8) Reactant: ClC1C(Cl)=CC=CC=1C1[CH2:14][CH2:13][N:12]([CH2:15][CH2:16][CH2:17][O:18][C:19]2[CH:27]=[C:26]3[C:22]([CH:23]=[N:24][NH:25]3)=[CH:21][CH:20]=2)[CH2:11][CH2:10]1.[Na+].[I-].[CH3:30][O:31][C:32]1[CH:37]=[CH:36][CH:35]=[CH:34][C:33]=1[N:38]1CCNCC1.CCN(C(C)C)C(C)C. Product: [CH3:30][O:31][C:32]1[CH:37]=[CH:36][CH:35]=[CH:34][C:33]=1[N:38]1[CH2:10][CH2:11][N:12]([CH2:15][CH2:16][CH2:17][O:18][C:19]2[CH:27]=[C:26]3[C:22]([CH:23]=[N:24][NH:25]3)=[CH:21][CH:20]=2)[CH2:13][CH2:14]1. The catalyst class is: 23.